From a dataset of Forward reaction prediction with 1.9M reactions from USPTO patents (1976-2016). Predict the product of the given reaction. (1) Given the reactants [O:1]1[C:5]([C:6]2[CH:7]=[C:8]([OH:12])[CH:9]=[CH:10][CH:11]=2)=[CH:4][N:3]=[CH:2]1.[Cl:13][C:14]1[CH:15]=[C:16]([N+:21]([O-:23])=[O:22])[CH:17]=[CH:18][C:19]=1F.C(=O)([O-])[O-].[K+].[K+], predict the reaction product. The product is: [Cl:13][C:14]1[CH:15]=[C:16]([N+:21]([O-:23])=[O:22])[CH:17]=[CH:18][C:19]=1[O:12][C:8]1[CH:7]=[C:6]([C:5]2[O:1][CH:2]=[N:3][CH:4]=2)[CH:11]=[CH:10][CH:9]=1. (2) Given the reactants [H-].[H-].[H-].[H-].[Li+].[Al+3].[N:7]1[C:11]2[CH:12]=[CH:13][C:14]([C:16](O)=[O:17])=[CH:15][C:10]=2[NH:9][CH:8]=1, predict the reaction product. The product is: [NH:7]1[C:11]2[CH:12]=[CH:13][C:14]([CH:16]=[O:17])=[CH:15][C:10]=2[N:9]=[CH:8]1. (3) Given the reactants [C:1]([O:5][C:6](=[O:33])[NH:7][CH:8]1[CH2:13][CH2:12][CH:11]([NH:14][C:15](=[O:32])[C:16]2[CH:21]=[C:20]([OH:22])[CH:19]=[C:18]([O:23][C:24]3[CH:29]=[CH:28][C:27]([C:30]#[N:31])=[CH:26][CH:25]=3)[CH:17]=2)[CH2:10][CH2:9]1)([CH3:4])([CH3:3])[CH3:2].F[C:35]1[CH:42]=[CH:41][C:38]([C:39]#[N:40])=[C:37]([CH3:43])[CH:36]=1, predict the reaction product. The product is: [C:1]([O:5][C:6](=[O:33])[NH:7][CH:8]1[CH2:13][CH2:12][CH:11]([NH:14][C:15](=[O:32])[C:16]2[CH:17]=[C:18]([O:23][C:24]3[CH:29]=[CH:28][C:27]([C:30]#[N:31])=[CH:26][CH:25]=3)[CH:19]=[C:20]([O:22][C:35]3[CH:42]=[CH:41][C:38]([C:39]#[N:40])=[C:37]([CH3:43])[CH:36]=3)[CH:21]=2)[CH2:10][CH2:9]1)([CH3:4])([CH3:2])[CH3:3].